This data is from Reaction yield outcomes from USPTO patents with 853,638 reactions. The task is: Predict the reaction yield, written as a fraction of the theoretical maximum amount of product (1.0 means a 100% yield; for example, 0.34 means a 34% yield). (1) The reactants are [CH2:1]1[CH2:6][CH2:5][C:4]([CH2:11][NH2:12])([CH2:7][C:8]([OH:10])=[O:9])[CH2:3][CH2:2]1.C(N(CC)CC)C.Cl[Si](C)(C)C.Cl[C:26]([O:28][C@@H:29]1[CH2:33][CH2:32][CH2:31][C@H:30]1[O:34][C:35](=[O:37])[CH3:36])=[O:27]. The catalyst is ClCCl. The product is [C:35]([O:34][C@@H:30]1[CH2:31][CH2:32][CH2:33][C@H:29]1[O:28][C:26]([NH:12][CH2:11][C:4]1([CH2:7][C:8]([OH:10])=[O:9])[CH2:3][CH2:2][CH2:1][CH2:6][CH2:5]1)=[O:27])(=[O:37])[CH3:36]. The yield is 0.840. (2) The reactants are C(OC(=O)[NH:10][C@@H:11]1[CH2:17][CH2:16][CH2:15][N:14]([C:18]2[N:19]([CH3:49])[N:20]=[CH:21][C:22]=2[NH:23][C:24]([C:26]2[N:27]=[C:28]([C:39]3[CH:44]=[CH:43][CH:42]=[CH:41][C:40]=3[C:45]([F:48])([F:47])[F:46])[S:29][C:30]=2[NH:31]C(OC(C)(C)C)=O)=[O:25])[CH2:13][CH2:12]1)C1C=CC=CC=1. The catalyst is O1CCOCC1.Cl. The product is [NH2:31][C:30]1[S:29][C:28]([C:39]2[CH:44]=[CH:43][CH:42]=[CH:41][C:40]=2[C:45]([F:47])([F:48])[F:46])=[N:27][C:26]=1[C:24]([NH:23][C:22]1[CH:21]=[N:20][N:19]([CH3:49])[C:18]=1[N:14]1[CH2:15][CH2:16][CH2:17][C@@H:11]([NH2:10])[CH2:12][CH2:13]1)=[O:25]. The yield is 0.592. (3) The reactants are [C:1]([O:5][C:6](=[O:46])[NH:7][CH:8]1[C:26](=[O:27])[N:25]2[CH:21]([CH2:22][CH:23]([O:28][Si](C(C)(C)C)(C)C)[CH2:24]2)[C:20](=[O:36])[NH:19][C:18]2([C:37]([NH:39][S:40]([CH:43]3[CH2:45][CH2:44]3)(=[O:42])=[O:41])=[O:38])[CH:16]([CH2:17]2)[CH:15]=[CH:14][CH2:13][CH2:12][CH2:11][CH2:10][CH2:9]1)([CH3:4])([CH3:3])[CH3:2].[F-].C([N+](CCCC)(CCCC)CCCC)CCC. The catalyst is C1COCC1. The product is [C:1]([O:5][C:6](=[O:46])[NH:7][CH:8]1[C:26](=[O:27])[N:25]2[CH:21]([CH2:22][CH:23]([OH:28])[CH2:24]2)[C:20](=[O:36])[NH:19][C:18]2([C:37]([NH:39][S:40]([CH:43]3[CH2:45][CH2:44]3)(=[O:41])=[O:42])=[O:38])[CH:16]([CH2:17]2)[CH:15]=[CH:14][CH2:13][CH2:12][CH2:11][CH2:10][CH2:9]1)([CH3:4])([CH3:2])[CH3:3]. The yield is 0.730. (4) The reactants are [C:1]([C:5]1[O:9][N:8]=[C:7]([NH:10][C:11]([NH:13][C:14]2[CH:19]=[CH:18][CH:17]=[C:16]([O:20][C:21]3[C:30]4[C:25](=[CH:26][C:27]([O:36][CH3:37])=[C:28]([O:31][CH2:32][CH2:33][O:34][CH3:35])[CH:29]=4)[N:24]=[CH:23][N:22]=3)[CH:15]=2)=[O:12])[CH:6]=1)([CH3:4])([CH3:3])[CH3:2].[ClH:38]. The catalyst is CCOCC.C(Cl)Cl.CO. The product is [ClH:38].[C:1]([C:5]1[O:9][N:8]=[C:7]([NH:10][C:11]([NH:13][C:14]2[CH:19]=[CH:18][CH:17]=[C:16]([O:20][C:21]3[C:30]4[C:25](=[CH:26][C:27]([O:36][CH3:37])=[C:28]([O:31][CH2:32][CH2:33][O:34][CH3:35])[CH:29]=4)[N:24]=[CH:23][N:22]=3)[CH:15]=2)=[O:12])[CH:6]=1)([CH3:4])([CH3:2])[CH3:3]. The yield is 0.530. (5) The reactants are [Br:1][C:2]1[CH:9]=[C:6]([CH:7]=[O:8])[C:5]([OH:10])=[CH:4][CH:3]=1.[C:11]([O:15][C:16]([N:18]1[CH2:22][CH2:21][C@H:20](OS(C)(=O)=O)[CH2:19]1)=[O:17])([CH3:14])([CH3:13])[CH3:12].C([O-])([O-])=O.[K+].[K+]. The catalyst is CN(C)C=O. The product is [C:11]([O:15][C:16]([N:18]1[CH2:22][CH2:21][CH:20]([O:10][C:5]2[CH:4]=[CH:3][C:2]([Br:1])=[CH:9][C:6]=2[CH:7]=[O:8])[CH2:19]1)=[O:17])([CH3:14])([CH3:12])[CH3:13]. The yield is 0.540. (6) The reactants are [Br:1][C:2]1[C:7](=[O:8])[N:6]([C:9]2[CH:10]=[C:11]([CH:20]=[CH:21][C:22]=2[CH3:23])[C:12]([NH:14][CH2:15][C:16](NC)=[O:17])=[O:13])[CH:5]=[N:4][C:3]=1[O:24][CH2:25][C:26]1[CH:31]=[CH:30][C:29]([F:32])=[CH:28][C:27]=1[F:33].NC[C@H](O)[CH2:37][OH:38].CN1CCOCC1. No catalyst specified. The product is [Br:1][C:2]1[C:7](=[O:8])[N:6]([C:9]2[CH:10]=[C:11]([CH:20]=[CH:21][C:22]=2[CH3:23])[C:12]([NH:14][CH2:15][C@H:16]([OH:17])[CH2:37][OH:38])=[O:13])[CH:5]=[N:4][C:3]=1[O:24][CH2:25][C:26]1[CH:31]=[CH:30][C:29]([F:32])=[CH:28][C:27]=1[F:33]. The yield is 0.430. (7) The yield is 0.540. The product is [F:1][C:2]1[CH:9]=[C:8]([OH:10])[C:7]([C:25]2([OH:32])[C:26]3[C:31](=[CH:30][CH:29]=[CH:28][CH:27]=3)[N:23]([CH2:22][C:21]3[CH:34]=[CH:35][C:18]([O:17][CH3:16])=[CH:19][CH:20]=3)[C:24]2=[O:33])=[CH:6][C:3]=1[C:4]#[N:5]. The catalyst is ClCCCl.O1CCCC1. The reactants are [F:1][C:2]1[CH:9]=[C:8]([OH:10])[CH:7]=[CH:6][C:3]=1[C:4]#[N:5].C([Mg]Cl)(C)C.[CH3:16][O:17][C:18]1[CH:35]=[CH:34][C:21]([CH2:22][N:23]2[C:31]3[C:26](=[CH:27][CH:28]=[CH:29][CH:30]=3)[C:25](=[O:32])[C:24]2=[O:33])=[CH:20][CH:19]=1.Cl. (8) The reactants are [CH3:1][C:2]1[C:6](B(O)O)=[C:5]([CH3:10])[O:4][N:3]=1.[C:11]1(P(C2CCCCC2)C2CCCCC2)[C:16]([C:11]2[CH:16]=[CH:15][CH:14]=[CH:13][CH:12]=2)=[CH:15][CH:14]=[CH:13][CH:12]=1.[CH:36]([OH:39])([CH3:38])[CH3:37].O.[C:41](OCC)(=[O:43])C. The catalyst is C1(C)C=CC=CC=1.C([O-])(=O)C.[Pd+2].C([O-])(=O)C. The product is [CH3:1][C:2]1[C:6]([C:12]2[CH:13]=[CH:14][C:15]3[O:39][C:36]([CH2:38][CH2:41][OH:43])=[CH:37][C:16]=3[CH:11]=2)=[C:5]([CH3:10])[O:4][N:3]=1. The yield is 0.970. (9) The reactants are CO[C:3]1[CH:4]=[C:5]([CH:9]([C:12](=O)[CH2:13][C:14]2[CH:19]=[CH:18][CH:17]=[CH:16][CH:15]=2)[C:10]#[N:11])[CH:6]=[CH:7][CH:8]=1.[OH2:21].[NH2:22][NH2:23].[CH3:24]CO. The catalyst is Cl. The product is [CH2:13]([C:12]1[NH:23][N:22]=[C:10]([NH2:11])[C:9]=1[C:5]1[CH:6]=[CH:7][CH:8]=[C:3]([O:21][CH3:24])[CH:4]=1)[C:14]1[CH:19]=[CH:18][CH:17]=[CH:16][CH:15]=1. The yield is 0.150. (10) The reactants are Br[C:2]1[CH:3]=[C:4]2[C:9](=[CH:10][CH:11]=1)[N:8]=[CH:7][C:6]([C:12]([CH:14]1[CH2:16][CH2:15]1)=[O:13])=[C:5]2[NH:17][C@H:18]1[CH2:23][CH2:22][C@H:21]([N:24]([CH2:27][CH3:28])[CH2:25][CH3:26])[CH2:20][CH2:19]1.[Cl:29][C:30]1[CH:35]=[C:34](B2OC(C)(C)C(C)(C)O2)[CH:33]=[C:32]([O:45][CH3:46])[C:31]=1[OH:47]. No catalyst specified. The product is [Cl:29][C:30]1[CH:35]=[C:34]([C:2]2[CH:3]=[C:4]3[C:9](=[CH:10][CH:11]=2)[N:8]=[CH:7][C:6]([C:12]([CH:14]2[CH2:15][CH2:16]2)=[O:13])=[C:5]3[NH:17][C@H:18]2[CH2:23][CH2:22][C@H:21]([N:24]([CH2:25][CH3:26])[CH2:27][CH3:28])[CH2:20][CH2:19]2)[CH:33]=[C:32]([O:45][CH3:46])[C:31]=1[OH:47]. The yield is 0.540.